This data is from Full USPTO retrosynthesis dataset with 1.9M reactions from patents (1976-2016). The task is: Predict the reactants needed to synthesize the given product. (1) Given the product [Cl:1][C:2]1[CH:3]=[C:4]([O:25][C:26]([F:29])([F:28])[F:27])[CH:5]=[C:6]2[C:11]=1[N:10]=[CH:9][N:8]([NH:12][C:36]1[CH:37]=[C:38]([CH:41]=[CH:42][C:35]=1[S:32]([CH2:30][CH3:31])(=[O:33])=[O:34])[C:39]#[N:40])[C:7]2=[O:24], predict the reactants needed to synthesize it. The reactants are: [Cl:1][C:2]1[CH:3]=[C:4]([O:25][C:26]([F:29])([F:28])[F:27])[CH:5]=[C:6]2[C:11]=1[N:10]=[CH:9][N:8]([NH:12]C1C=C(C=CC=1SCC)C#N)[C:7]2=[O:24].[CH2:30]([S:32]([C:35]1[CH:42]=[CH:41][C:38]([C:39]#[N:40])=[CH:37][C:36]=1C)(=[O:34])=[O:33])[CH3:31]. (2) Given the product [NH2:29][C:30]1[N:31]=[CH:32][C:33]([C:34]([N:3]2[CH2:4][CH2:5][O:6][CH2:7][C@@H:2]2[CH3:1])=[O:35])=[CH:37][CH:38]=1, predict the reactants needed to synthesize it. The reactants are: [CH3:1][C@H:2]1[CH2:7][O:6][CH2:5][CH2:4][NH:3]1.CCN=C=NCCCN(C)C.C1C=CC2N(O)N=NC=2C=1.[NH2:29][C:30]1[CH:38]=[CH:37][C:33]([C:34](O)=[O:35])=[CH:32][N:31]=1. (3) Given the product [CH3:1][O:2][C:3]1[CH:8]=[CH:7][C:6]([CH2:9][CH2:10][C:11]([O:13][CH2:14][CH3:15])=[O:12])=[C:5]([C:16]([F:17])([F:19])[F:18])[C:4]=1[CH3:20], predict the reactants needed to synthesize it. The reactants are: [CH3:1][O:2][C:3]1[CH:8]=[CH:7][C:6](/[CH:9]=[CH:10]/[C:11]([O:13][CH2:14][CH3:15])=[O:12])=[C:5]([C:16]([F:19])([F:18])[F:17])[C:4]=1[CH3:20]. (4) Given the product [Cl:1][C:2]1[CH:10]=[CH:9][C:8]([S:11]([N:12]2[CH2:25][CH2:17][CH2:18][CH2:13]2)(=[O:15])=[O:14])=[CH:7][C:3]=1[C:4]([OH:6])=[O:5], predict the reactants needed to synthesize it. The reactants are: [Cl:1][C:2]1[CH:10]=[CH:9][C:8]([S:11](=[O:15])(=[O:14])[NH:12][CH3:13])=[CH:7][C:3]=1[C:4]([OH:6])=[O:5].Cl[C:17]1[CH:25]=CC(S(O)=O)=C[C:18]=1C(O)=O.N1CCCC1. (5) The reactants are: [NH2:1][C:2]1[N:11]=[CH:10][C:9]2[C:8](=[O:12])[CH2:7][CH:6]([C:13]3[CH:18]=[CH:17][CH:16]=[CH:15][C:14]=3Br)[CH2:5][C:4]=2[N:3]=1.NC1N=C[C:28]2[C:27](=O)[CH2:26][CH:25](C3C=CC(F)=CC=3C3C=NC=CC=3)[CH2:24][C:23]=2N=1.C1(B(O)O)C=CC=CC=1. Given the product [NH2:1][C:2]1[N:11]=[CH:10][C:9]2[C:8](=[O:12])[CH2:7][CH:6]([C:13]3[CH:18]=[CH:17][CH:16]=[CH:15][C:14]=3[C:23]3[CH:24]=[CH:25][CH:26]=[CH:27][CH:28]=3)[CH2:5][C:4]=2[N:3]=1, predict the reactants needed to synthesize it.